From a dataset of Choline transporter screen with 302,306 compounds. Binary Classification. Given a drug SMILES string, predict its activity (active/inactive) in a high-throughput screening assay against a specified biological target. (1) The drug is O=C(C1CC1)c1ccc(cc1)c1ccc(OC)cc1. The result is 0 (inactive). (2) The drug is OC(=O)Cc1c2c([nH]c1C)cc(cc2C)C. The result is 0 (inactive). (3) The result is 0 (inactive). The drug is s1c(NC(=O)CSc2n(Cc3occc3)c(nn2)c2cccnc2)c(c(c1C)C)C(OCC)=O. (4) The drug is OC(=O)C(CC(=O)Nc1ccc(cc1)C)c1ccccc1. The result is 0 (inactive). (5) The compound is N(c1ccc(cc1)/C=C\c1nc2c(c(c1)c1ccccc1)cccc2)(CC)CC. The result is 0 (inactive).